Dataset: Peptide-MHC class I binding affinity with 185,985 pairs from IEDB/IMGT. Task: Regression. Given a peptide amino acid sequence and an MHC pseudo amino acid sequence, predict their binding affinity value. This is MHC class I binding data. (1) The peptide sequence is VTNLISETLK. The MHC is HLA-A02:02 with pseudo-sequence HLA-A02:02. The binding affinity (normalized) is 0. (2) The peptide sequence is VLAGLLGNV. The MHC is HLA-A02:01 with pseudo-sequence HLA-A02:01. The binding affinity (normalized) is 0.728.